From a dataset of Catalyst prediction with 721,799 reactions and 888 catalyst types from USPTO. Predict which catalyst facilitates the given reaction. Reactant: [C:1](=[O:4])([OH:3])[NH2:2].NC1CCNCC1.C(N)CC1C=CC=CC=1.C(O)(C(F)(F)F)=O.[NH2:28][C:29]1[CH:30]=[C:31]([CH:41]=[CH:42][C:43]=1[CH2:44][NH:45][CH2:46][CH2:47][CH2:48][N:49]1[CH2:53][CH2:52][CH2:51][C:50]1=[O:54])[C:32]([NH:34][CH:35]1[CH2:40][CH2:39][NH:38][CH2:37][CH2:36]1)=[O:33]. Product: [C:1](=[O:3])([OH:4])[NH2:2].[NH2:28][C:29]1[CH:30]=[C:31]([CH:41]=[CH:42][C:43]=1[CH2:44][NH:45][CH2:46][CH2:47][CH2:48][N:49]1[CH2:53][CH2:52][CH2:51][C:50]1=[O:54])[C:32]([NH:34][CH:35]1[CH2:36][CH2:37][NH:38][CH2:39][CH2:40]1)=[O:33]. The catalyst class is: 2.